Dataset: Peptide-MHC class I binding affinity with 185,985 pairs from IEDB/IMGT. Task: Regression. Given a peptide amino acid sequence and an MHC pseudo amino acid sequence, predict their binding affinity value. This is MHC class I binding data. (1) The peptide sequence is YIYSEIKQGR. The MHC is HLA-A31:01 with pseudo-sequence HLA-A31:01. The binding affinity (normalized) is 0.741. (2) The binding affinity (normalized) is 0.335. The peptide sequence is LMELPVKTDI. The MHC is HLA-A02:01 with pseudo-sequence HLA-A02:01.